From a dataset of Full USPTO retrosynthesis dataset with 1.9M reactions from patents (1976-2016). Predict the reactants needed to synthesize the given product. (1) The reactants are: C(OC([N:8]1[CH2:13][CH2:12][CH2:11][CH2:10][CH:9]1[CH2:14][N:15]1[CH2:20][CH2:19][CH:18]([CH2:21][C:22]2[CH:27]=[CH:26][C:25]([F:28])=[CH:24][CH:23]=2)[CH2:17][CH2:16]1)=O)(C)(C)C.[OH-].[Na+].CCOC(C)=O. Given the product [F:28][C:25]1[CH:24]=[CH:23][C:22]([CH2:21][CH:18]2[CH2:19][CH2:20][N:15]([CH2:14][CH:9]3[CH2:10][CH2:11][CH2:12][CH2:13][NH:8]3)[CH2:16][CH2:17]2)=[CH:27][CH:26]=1, predict the reactants needed to synthesize it. (2) Given the product [CH:6]1([C:12]2[CH:13]=[CH:14][C:15]([O:18][CH2:4][CH:2]3[CH2:1][O:3]3)=[CH:16][CH:17]=2)[CH2:7][CH2:8][CH2:9][CH2:10][CH2:11]1, predict the reactants needed to synthesize it. The reactants are: [CH2:1]1[O:3][C@H:2]1[CH2:4]Cl.[CH:6]1([C:12]2[CH:17]=[CH:16][C:15]([OH:18])=[CH:14][CH:13]=2)[CH2:11][CH2:10][CH2:9][CH2:8][CH2:7]1.C(=O)([O-])[O-].[Cs+].[Cs+].O.